This data is from Catalyst prediction with 721,799 reactions and 888 catalyst types from USPTO. The task is: Predict which catalyst facilitates the given reaction. Reactant: FC(F)(F)C([N:5]1[CH2:11][CH:10]([CH3:12])[C:9]2[CH:13]=[C:14]([I:21])[C:15]([O:17][CH2:18][CH:19]=[CH2:20])=[CH:16][C:8]=2[CH2:7][CH2:6]1)=O.[OH-].[Na+]. Product: [CH2:18]([O:17][C:15]1[C:14]([I:21])=[CH:13][C:9]2[CH:10]([CH3:12])[CH2:11][NH:5][CH2:6][CH2:7][C:8]=2[CH:16]=1)[CH:19]=[CH2:20]. The catalyst class is: 24.